From a dataset of HIV replication inhibition screening data with 41,000+ compounds from the AIDS Antiviral Screen. Binary Classification. Given a drug SMILES string, predict its activity (active/inactive) in a high-throughput screening assay against a specified biological target. (1) The compound is CCCCNC(=O)NNC(=O)c1cc(C=Cc2cccc([N+](=O)[O-])c2)ncn1. The result is 0 (inactive). (2) The compound is O=C1c2ccccc2CC12Cc1ccc3ccccc3c1C2=O. The result is 0 (inactive). (3) The molecule is CC1(CO)OC(n2cc(C(=O)NC(=O)OCc3ccccc3)c(=O)[nH]c2=O)CC1O. The result is 0 (inactive). (4) The drug is Cn1c(=O)c2nc(Nc3cccc(Cl)c3)[nH]c2n(C)c1=O. The result is 0 (inactive). (5) The molecule is COc1cc2cc(C(=O)N3CC(CCl)c4c3cc(NC(=O)C(C)Nc3c([N+](=O)[O-])cc(C(=O)NCCN(C)C)cc3[N+](=O)[O-])c3ccccc43)[nH]c2c(OC)c1OC.Cl. The result is 0 (inactive). (6) The compound is CC(=Nc1ccc(N(C)C)cc1)c1ccccc1. The result is 0 (inactive). (7) The compound is CCC(C)C(NC(=O)c1ccccc1S)C(=O)O. The result is 1 (active). (8) The molecule is O=C1CN(c2ccc(Cl)cc2)C(=O)CN1CCN1CC(=O)N(c2ccc(Cl)cc2)CC1=O. The result is 0 (inactive). (9) The result is 0 (inactive). The compound is COc1cccc2c(NNc3ccc(Cl)cc3)c3ccc([N+](=O)[O-])cc3nc12.